From a dataset of NCI-60 drug combinations with 297,098 pairs across 59 cell lines. Regression. Given two drug SMILES strings and cell line genomic features, predict the synergy score measuring deviation from expected non-interaction effect. Drug 1: CC1=CC2C(CCC3(C2CCC3(C(=O)C)OC(=O)C)C)C4(C1=CC(=O)CC4)C. Drug 2: C1CN1P(=S)(N2CC2)N3CC3. Cell line: NCI-H322M. Synergy scores: CSS=-13.2, Synergy_ZIP=5.38, Synergy_Bliss=-5.24, Synergy_Loewe=-8.63, Synergy_HSA=-11.7.